This data is from Forward reaction prediction with 1.9M reactions from USPTO patents (1976-2016). The task is: Predict the product of the given reaction. (1) Given the reactants [NH2:1][C:2]1[N:7]([C:8]2[CH:13]=[CH:12][C:11]([NH2:14])=[CH:10][CH:9]=2)[CH2:6][N:5]=[C:4]2[S:15][CH:16]=[CH:17][C:3]=12.[Cl:18][C:19]1[CH:20]=[C:21]([C:26]2([C:29](Cl)=[O:30])[CH2:28][CH2:27]2)[CH:22]=[CH:23][C:24]=1[Cl:25], predict the reaction product. The product is: [NH2:1][C:2]1[N:7]([C:8]2[CH:9]=[CH:10][C:11]([NH:14][C:29]([C:26]3([C:21]4[CH:22]=[CH:23][C:24]([Cl:25])=[C:19]([Cl:18])[CH:20]=4)[CH2:28][CH2:27]3)=[O:30])=[CH:12][CH:13]=2)[CH2:6][N:5]=[C:4]2[S:15][CH:16]=[CH:17][C:3]=12. (2) The product is: [N:38]1([C:21]2[N:20]=[C:19]([O:18][C:11]3[C:12]4[C:17](=[CH:16][CH:15]=[CH:14][CH:13]=4)[C:8]([NH:7][C:5](=[O:6])[C:4]4[CH:29]=[C:30]([N:32]5[CH2:37][CH2:36][O:35][CH2:34][CH2:33]5)[CH:31]=[C:2]([F:1])[CH:3]=4)=[CH:9][CH:10]=3)[CH:24]=[CH:23][N:22]=2)[CH2:41][CH2:40][CH2:39]1. Given the reactants [F:1][C:2]1[CH:3]=[C:4]([CH:29]=[C:30]([N:32]2[CH2:37][CH2:36][O:35][CH2:34][CH2:33]2)[CH:31]=1)[C:5]([NH:7][C:8]1[C:17]2[C:12](=[CH:13][CH:14]=[CH:15][CH:16]=2)[C:11]([O:18][C:19]2[CH:24]=[CH:23][N:22]=[C:21](S(C)(=O)=O)[N:20]=2)=[CH:10][CH:9]=1)=[O:6].[NH:38]1[CH2:41][CH2:40][CH2:39]1, predict the reaction product.